Dataset: Forward reaction prediction with 1.9M reactions from USPTO patents (1976-2016). Task: Predict the product of the given reaction. (1) Given the reactants [CH3:1][N:2]1[CH2:6][CH2:5][CH2:4][CH2:3]1.CC(O)=O.[CH2:11]=O.[BH3-][C:14]#[N:15].[Na+], predict the reaction product. The product is: [CH3:1][N:2]1[CH2:6][CH:5]([N:15]([CH3:14])[CH3:11])[CH2:4][CH2:3]1. (2) Given the reactants Br[CH2:2][C:3]([C:5]1[CH:10]=[CH:9][CH:8]=[CH:7][C:6]=1[I:11])=O.[C:12]([NH:19][C:20]([NH2:22])=[NH:21])([O:14][C:15]([CH3:18])([CH3:17])[CH3:16])=[O:13].[I-].[Na+], predict the reaction product. The product is: [C:15]([O:14][C:12]([N:19]1[C:3]([C:5]2[CH:10]=[CH:9][CH:8]=[CH:7][C:6]=2[I:11])=[CH:2][N:21]=[C:20]1[NH2:22])=[O:13])([CH3:18])([CH3:16])[CH3:17]. (3) Given the reactants [NH2:1][C:2]1[CH:22]=[CH:21][CH:20]=[C:19]([N+:23]([O-:25])=[O:24])[C:3]=1[C:4]([NH:6][CH:7]([CH2:12][C:13]1[CH:18]=[CH:17][CH:16]=[CH:15][CH:14]=1)[C:8]([O:10]C)=[O:9])=[O:5], predict the reaction product. The product is: [NH2:1][C:2]1[CH:22]=[CH:21][CH:20]=[C:19]([N+:23]([O-:25])=[O:24])[C:3]=1[C:4]([NH:6][CH:7]([CH2:12][C:13]1[CH:18]=[CH:17][CH:16]=[CH:15][CH:14]=1)[C:8]([OH:10])=[O:9])=[O:5]. (4) The product is: [CH2:1]([NH:8][C:9]1[N:17]=[CH:16][N:15]=[C:14]2[C:10]=1[N:11]=[C:12]([C:31]#[N:32])[N:13]2[C@@H:18]1[O:24][C@H:23]([CH2:25][OH:26])[C@@H:21]([OH:22])[C@H:19]1[OH:20])[C:2]1[CH:7]=[CH:6][CH:5]=[CH:4][CH:3]=1. Given the reactants [CH2:1]([NH:8][C:9]1[N:17]=[CH:16][N:15]=[C:14]2[C:10]=1[N:11]=[C:12](S(C)(=O)=O)[N:13]2[C@@H:18]1[O:24][C@H:23]([CH2:25][OH:26])[C@@H:21]([OH:22])[C@H:19]1[OH:20])[C:2]1[CH:7]=[CH:6][CH:5]=[CH:4][CH:3]=1.[C-:31]#[N:32].[K+], predict the reaction product. (5) The product is: [C:35]([O:34][C:33]1[CH:32]=[CH:31][C:28]([CH:29]=[CH:6][C:5](=[O:7])[CH2:4][C:1](=[O:3])[CH:2]=[CH:59][C:60]2[CH:68]=[CH:67][C:65]([OH:66])=[C:62]([O:63][CH3:64])[CH:61]=2)=[CH:27][C:26]=1[O:25][CH3:24])(=[O:57])[CH:36]=[CH:37][CH:38]=[CH:39][CH:40]=[CH:41][CH:42]=[CH:43][CH:44]=[CH:45][CH:46]=[CH:47][CH2:48][CH2:49][CH2:50][CH2:51][CH2:52][CH2:53][CH2:54][CH2:55][CH3:56]. Given the reactants [C:1]([CH2:4][C:5](=[O:7])[CH3:6])(=[O:3])[CH3:2].B(OCCCC)(OCCCC)OCCCC.[CH3:24][O:25][C:26]1[CH:27]=[C:28]([CH:31]=[CH:32][C:33]=1[O:34][C:35](=[O:57])[CH:36]=[CH:37][CH:38]=[CH:39][CH:40]=[CH:41][CH:42]=[CH:43][CH:44]=[CH:45][CH:46]=[CH:47][CH2:48][CH2:49][CH2:50][CH2:51][CH2:52][CH2:53][CH2:54][CH2:55][CH3:56])[CH:29]=O.O=[CH:59][C:60]1[CH:68]=[CH:67][C:65]([OH:66])=[C:62]([O:63][CH3:64])[CH:61]=1.C(N)CCC, predict the reaction product. (6) Given the reactants [Cl:1][C:2]1[CH:3]=[C:4]([C:9]([O:11][CH3:12])=[O:10])[CH:5]=[N:6][C:7]=1Cl.[C-:13]#[N:14].[Na+], predict the reaction product. The product is: [Cl:1][C:2]1[CH:3]=[C:4]([C:9]([O:11][CH3:12])=[O:10])[CH:5]=[N:6][C:7]=1[C:13]#[N:14]. (7) The product is: [Cl:13][C:14]1[CH:15]=[CH:16][C:17]([C@H:20]2[C@@:22]3([C:30]4[C:25](=[CH:26][CH:27]=[CH:28][CH:29]=4)[N:24]([CH2:2][CH:3]4[CH2:8][CH2:7][N:6]([S:9]([CH3:12])(=[O:11])=[O:10])[CH2:5][CH2:4]4)[C:23]3=[O:31])[CH2:21]2)=[CH:18][CH:19]=1. Given the reactants Cl[CH2:2][CH:3]1[CH2:8][CH2:7][N:6]([S:9]([CH3:12])(=[O:11])=[O:10])[CH2:5][CH2:4]1.[Cl:13][C:14]1[CH:19]=[CH:18][C:17]([C@@H:20]2[C@:22]3([C:30]4[C:25](=[CH:26][CH:27]=[CH:28][CH:29]=4)[NH:24][C:23]3=[O:31])[CH2:21]2)=[CH:16][CH:15]=1, predict the reaction product. (8) Given the reactants [F:1][C:2]([F:49])([F:48])[C:3]1[CH:4]=[C:5]([CH:41]=[C:42]([C:44]([F:47])([F:46])[F:45])[CH:43]=1)[CH2:6][N:7]1[C:11]([C:12]2[CH:17]=[CH:16][CH:15]=[CH:14][CH:13]=2)=[C:10]([CH:18]2O[CH:21]=[N:20][C:19]2([CH2:33][C:34]2[CH:39]=[CH:38][CH:37]=[CH:36][C:35]=2[Cl:40])S(C2C=CC(C)=CC=2)(=O)=O)[N:9]=[N:8]1.C[NH2:51].CO, predict the reaction product. The product is: [F:47][C:44]([F:46])([F:45])[C:42]1[CH:41]=[C:5]([CH:4]=[C:3]([C:2]([F:1])([F:49])[F:48])[CH:43]=1)[CH2:6][N:7]1[C:11]([C:12]2[CH:17]=[CH:16][CH:15]=[CH:14][CH:13]=2)=[C:10]([C:18]2[N:51]=[CH:21][NH:20][C:19]=2[CH2:33][C:34]2[CH:39]=[CH:38][CH:37]=[CH:36][C:35]=2[Cl:40])[N:9]=[N:8]1. (9) Given the reactants [C:1]([C:5]1[NH:10][C:9]2[N:11]([CH2:14][C:15]3[CH:20]=[CH:19][CH:18]=[CH:17][C:16]=3[Cl:21])[N:12]=[N:13][C:8]=2[C:7](=O)[N:6]=1)([CH3:4])([CH3:3])[CH3:2].C(N(CC)C1C=CC=CC=1)C.O=P(Cl)(Cl)[Cl:36], predict the reaction product. The product is: [C:1]([C:5]1[N:6]=[C:7]([Cl:36])[C:8]2[N:13]=[N:12][N:11]([CH2:14][C:15]3[CH:20]=[CH:19][CH:18]=[CH:17][C:16]=3[Cl:21])[C:9]=2[N:10]=1)([CH3:4])([CH3:3])[CH3:2]. (10) The product is: [F:1][C:2]1[CH:3]=[C:4]([CH:29]=[C:30]([N:32]2[CH2:37][CH2:36][O:35][CH2:34][CH2:33]2)[CH:31]=1)[C:5]([NH:7][C:8]1[C:17]2[C:12](=[CH:13][CH:14]=[CH:15][CH:16]=2)[C:11]([O:18][C:19]2[CH:24]=[CH:23][N:22]=[C:21]([NH:45][CH:42]3[CH2:43][CH2:44][N:39]([CH3:38])[CH2:40][CH2:41]3)[N:20]=2)=[CH:10][CH:9]=1)=[O:6]. Given the reactants [F:1][C:2]1[CH:3]=[C:4]([CH:29]=[C:30]([N:32]2[CH2:37][CH2:36][O:35][CH2:34][CH2:33]2)[CH:31]=1)[C:5]([NH:7][C:8]1[C:17]2[C:12](=[CH:13][CH:14]=[CH:15][CH:16]=2)[C:11]([O:18][C:19]2[CH:24]=[CH:23][N:22]=[C:21](S(C)(=O)=O)[N:20]=2)=[CH:10][CH:9]=1)=[O:6].[CH3:38][N:39]1[CH2:44][CH2:43][CH:42]([NH2:45])[CH2:41][CH2:40]1, predict the reaction product.